This data is from Catalyst prediction with 721,799 reactions and 888 catalyst types from USPTO. The task is: Predict which catalyst facilitates the given reaction. (1) Product: [Cl:1][C:2]1[CH:3]=[C:4]([CH:9]([OH:20])[C:10]2[CH:17]=[CH:16][C:13]([C:14]([NH2:15])=[O:22])=[CH:12][C:11]=2[O:18][CH3:19])[CH:5]=[CH:6][C:7]=1[Cl:8]. Reactant: [Cl:1][C:2]1[CH:3]=[C:4]([CH:9]([OH:20])[C:10]2[CH:17]=[CH:16][C:13]([C:14]#[N:15])=[CH:12][C:11]=2[O:18][CH3:19])[CH:5]=[CH:6][C:7]=1[Cl:8].C([O-])([O-])=[O:22].[K+].[K+].OO. The catalyst class is: 16. (2) Reactant: Br[CH2:2][CH2:3][CH2:4][CH2:5][CH2:6][CH2:7][CH2:8][CH2:9][CH2:10][CH2:11][CH2:12][CH2:13][OH:14].[CH3:15][NH:16][CH3:17]. Product: [CH3:15][N:16]([CH3:17])[CH2:2][CH2:3][CH2:4][CH2:5][CH2:6][CH2:7][CH2:8][CH2:9][CH2:10][CH2:11][CH2:12][CH2:13][OH:14]. The catalyst class is: 54. (3) Reactant: C(N(CC)CC)C.[NH2:8][C:9]1[CH:17]=[C:16](Cl)[CH:15]=[CH:14][C:10]=1[C:11]([OH:13])=[O:12].[CH3:19][C:20]1[CH:25]=[CH:24][CH:23]=[C:22]([CH3:26])[C:21]=1[N:27]=[C:28]=[O:29].Cl. Product: [CH3:26][C:22]1[CH:23]=[CH:24][CH:25]=[C:20]([CH3:19])[C:21]=1[NH:27][C:28]([NH:8][C:9]1[CH:17]=[CH:16][CH:15]=[CH:14][C:10]=1[C:11]([OH:13])=[O:12])=[O:29]. The catalyst class is: 39. (4) Reactant: Cl[C:2]1[CH:7]=[CH:6][C:5]([N+:8]([O-:10])=[O:9])=[CH:4][C:3]=1[C:11]([F:14])([F:13])[F:12].[CH3:15][N:16]1[CH2:21][CH2:20][CH:19]([NH2:22])[CH2:18][CH2:17]1.CCN(C(C)C)C(C)C.C(Cl)Cl. Product: [CH3:15][N:16]1[CH2:21][CH2:20][CH:19]([NH:22][C:2]2[CH:7]=[CH:6][C:5]([N+:8]([O-:10])=[O:9])=[CH:4][C:3]=2[C:11]([F:14])([F:13])[F:12])[CH2:18][CH2:17]1. The catalyst class is: 376.